Dataset: CYP2C19 inhibition data for predicting drug metabolism from PubChem BioAssay. Task: Regression/Classification. Given a drug SMILES string, predict its absorption, distribution, metabolism, or excretion properties. Task type varies by dataset: regression for continuous measurements (e.g., permeability, clearance, half-life) or binary classification for categorical outcomes (e.g., BBB penetration, CYP inhibition). Dataset: cyp2c19_veith. (1) The compound is O=C1CCCN1CC(CN1CCOCC1)Sc1nnnn1-c1ccccc1. The result is 1 (inhibitor). (2) The molecule is CN(C)c1ncc2nc(-c3ccc(Cl)cc3)c(=O)n(-c3ccccc3)c2n1. The result is 0 (non-inhibitor).